Dataset: Full USPTO retrosynthesis dataset with 1.9M reactions from patents (1976-2016). Task: Predict the reactants needed to synthesize the given product. (1) Given the product [CH3:1][C:2]1[C:7]([N+:8]([O-:10])=[O:9])=[CH:6][CH:5]=[CH:4][C:3]=1[CH2:11][C:12]([N:36]([CH2:37][CH2:38][CH3:39])[CH2:33][CH2:34][CH3:35])=[O:14], predict the reactants needed to synthesize it. The reactants are: [CH3:1][C:2]1[C:7]([N+:8]([O-:10])=[O:9])=[CH:6][CH:5]=[CH:4][C:3]=1[CH2:11][C:12]([OH:14])=O.S(Cl)(Cl)=O.CC1C([N+]([O-])=O)=CC=CC=1CC(Cl)=O.[CH2:33]([NH:36][CH2:37][CH2:38][CH3:39])[CH2:34][CH3:35]. (2) Given the product [CH2:1]([O:4][C:5](=[O:16])[NH:6][C:7]1[C:8]([CH3:15])=[CH:9][C:10]([NH:14][CH2:24][C:23]2[C:18]([CH3:17])=[N:19][C:20]([C:26]3[CH:27]=[CH:28][CH:29]=[CH:30][CH:31]=3)=[N:21][CH:22]=2)=[CH:11][C:12]=1[CH3:13])[CH2:2][CH3:3], predict the reactants needed to synthesize it. The reactants are: [CH2:1]([O:4][C:5](=[O:16])[NH:6][C:7]1[C:12]([CH3:13])=[CH:11][C:10]([NH2:14])=[CH:9][C:8]=1[CH3:15])[CH2:2][CH3:3].[CH3:17][C:18]1[C:23]([CH:24]=O)=[CH:22][N:21]=[C:20]([C:26]2[CH:31]=[CH:30][CH:29]=[CH:28][CH:27]=2)[N:19]=1.C([BH3-])#N.[Na+].C(=O)([O-])[O-].[Na+].[Na+]. (3) Given the product [CH3:2][N:3]([CH2:27][C:26]1[CH:29]=[CH:30][C:31]([O:32][CH2:33][CH2:34][CH2:35][CH2:36][CH2:37][CH2:38][CH2:39][CH2:40]/[CH:41]=[CH:42]\[CH2:43]/[CH:44]=[CH:45]\[CH2:46][CH2:47][CH2:48][CH2:49][CH3:50])=[C:24]([O:23][CH2:5][CH2:6][CH2:7][CH2:8][CH2:9][CH2:10][CH2:11][CH2:12]/[CH:13]=[CH:14]\[CH2:15]/[CH:16]=[CH:17]\[CH2:18][CH2:19][CH2:20][CH2:21][CH3:22])[CH:25]=1)[CH3:4], predict the reactants needed to synthesize it. The reactants are: Cl.[CH3:2][NH:3][CH3:4].[CH2:5]([O:23][C:24]1[CH:25]=[C:26]([CH:29]=[CH:30][C:31]=1[O:32][CH2:33][CH2:34][CH2:35][CH2:36][CH2:37][CH2:38][CH2:39][CH2:40]/[CH:41]=[CH:42]\[CH2:43]/[CH:44]=[CH:45]\[CH2:46][CH2:47][CH2:48][CH2:49][CH3:50])[CH:27]=O)[CH2:6][CH2:7][CH2:8][CH2:9][CH2:10][CH2:11][CH2:12]/[CH:13]=[CH:14]\[CH2:15]/[CH:16]=[CH:17]\[CH2:18][CH2:19][CH2:20][CH2:21][CH3:22].[BH4-].[Na+].N. (4) The reactants are: C[O:2][C:3]([C:5]1[N:6](S(C2C(C)=CC(C)=CC=2C)(=O)=O)[CH:7]=[C:8]([C:10]2[N:15]=[C:14]([NH:16][C:17]3[CH:22]=[CH:21][CH:20]=[CH:19][CH:18]=3)[N:13]=[CH:12][N:11]=2)[CH:9]=1)=[O:4]. Given the product [C:17]1([NH:16][C:14]2[N:13]=[CH:12][N:11]=[C:10]([C:8]3[CH:9]=[C:5]([C:3]([OH:4])=[O:2])[NH:6][CH:7]=3)[N:15]=2)[CH:18]=[CH:19][CH:20]=[CH:21][CH:22]=1, predict the reactants needed to synthesize it.